This data is from Forward reaction prediction with 1.9M reactions from USPTO patents (1976-2016). The task is: Predict the product of the given reaction. (1) Given the reactants CS[C:3]1[S:4][CH2:5][CH2:6][N:7]=1.C(O)(=O)C.[NH2:12][C:13]1[CH:18]=[C:17]([CH3:19])[C:16](/[CH:20]=[CH:21]/[S:22]([N:25]2[CH2:41][CH2:40][C:28]3([C:32](=[O:33])[NH:31][C:30]([CH:34]4[CH2:39][CH2:38][CH2:37][CH2:36][CH2:35]4)=[N:29]3)[CH2:27][CH2:26]2)(=[O:24])=[O:23])=[C:15]([CH3:42])[CH:14]=1, predict the reaction product. The product is: [CH:34]1([C:30]2[NH:31][C:32](=[O:33])[C:28]3([CH2:27][CH2:26][N:25]([S:22](/[CH:21]=[CH:20]/[C:16]4[C:17]([CH3:19])=[CH:18][C:13]([NH:12][C:3]5[S:4][CH2:5][CH2:6][N:7]=5)=[CH:14][C:15]=4[CH3:42])(=[O:23])=[O:24])[CH2:41][CH2:40]3)[N:29]=2)[CH2:39][CH2:38][CH2:37][CH2:36][CH2:35]1. (2) Given the reactants O=P12OP3(OP(OP(O3)(O1)=O)(=O)O2)=O.[Cl:15][C:16]1[CH:17]=[C:18]([C:23]2([C:29]([CH:31]([C:37]([O:39][CH2:40][CH3:41])=[O:38])[C:32](OCC)=[O:33])=[O:30])[CH2:28][CH2:27][O:26][CH2:25][CH2:24]2)[CH:19]=[CH:20][C:21]=1[F:22], predict the reaction product. The product is: [Cl:15][C:16]1[CH:17]=[C:18]2[C:19]([C:32]([OH:33])=[C:31]([C:37]([O:39][CH2:40][CH3:41])=[O:38])[C:29](=[O:30])[C:23]32[CH2:24][CH2:25][O:26][CH2:27][CH2:28]3)=[CH:20][C:21]=1[F:22]. (3) Given the reactants [NH2:1][C:2](=[O:16])[C@@H:3]([NH:5][C:6]1[N:11]=[C:10](Cl)[N:9]=[C:8]([C:13]([NH2:15])=[O:14])[CH:7]=1)[CH3:4].[OH:17][CH:18]1[CH2:23][CH2:22][NH:21][CH2:20][CH2:19]1, predict the reaction product. The product is: [NH2:1][C:2](=[O:16])[C@@H:3]([NH:5][C:6]1[N:11]=[C:10]([N:21]2[CH2:22][CH2:23][CH:18]([OH:17])[CH2:19][CH2:20]2)[N:9]=[C:8]([C:13]([NH2:15])=[O:14])[CH:7]=1)[CH3:4]. (4) Given the reactants [NH2:1][C:2]1=[N:3][C:4](=[O:32])[NH:5]/[C:6]/1=[CH:7]\[C:8]1[CH:13]=[CH:12][C:11]([O:14][CH2:15][C:16]2[CH:21]=[CH:20][C:19]([C:22]([F:25])([F:24])[F:23])=[CH:18][C:17]=2[C:26]([F:29])([F:28])[F:27])=[C:10]([O:30][CH3:31])[CH:9]=1.[C:33]([O:37][CH3:38])(=[O:36])[CH:34]=[CH2:35], predict the reaction product. The product is: [F:29][C:26]([F:27])([F:28])[C:17]1[CH:18]=[C:19]([C:22]([F:25])([F:23])[F:24])[CH:20]=[CH:21][C:16]=1[CH2:15][O:14][C:11]1[CH:12]=[CH:13][C:8](/[CH:7]=[C:6]2/[C:2]([NH:1][CH2:35][CH2:34][C:33]([O:37][CH3:38])=[O:36])=[N:3][C:4](=[O:32])[NH:5]/2)=[CH:9][C:10]=1[O:30][CH3:31].